This data is from Forward reaction prediction with 1.9M reactions from USPTO patents (1976-2016). The task is: Predict the product of the given reaction. (1) Given the reactants C(O[C:6]([N:8]1[CH2:13][CH2:12][N:11](C2C(=O)N(CC(C)C)N=C(C3C=CC(C)=C(F)C=3)C=2C)[CH2:10][CH2:9]1)=O)(C)(C)C.[Cl:34][C:35]1[CH:40]=[CH:39][CH:38]=[CH:37][C:36]=1[CH2:41][CH2:42][CH2:43][N:44]1[C:49](=[O:50])[C:48]([CH2:51]OS(C)(=O)=O)=[CH:47][C:46]([C:57]2[CH:62]=[CH:61][C:60]([O:63][CH3:64])=[C:59]([F:65])[CH:58]=2)=[N:45]1, predict the reaction product. The product is: [Cl:34][C:35]1[CH:40]=[CH:39][CH:38]=[CH:37][C:36]=1[CH2:41][CH2:42][CH2:43][N:44]1[C:49](=[O:50])[C:48]([CH2:51][N:11]2[CH2:12][CH2:13][N:8]([CH3:6])[CH2:9][CH2:10]2)=[CH:47][C:46]([C:57]2[CH:62]=[CH:61][C:60]([O:63][CH3:64])=[C:59]([F:65])[CH:58]=2)=[N:45]1. (2) The product is: [Cl:29][C:23]1[CH:22]=[C:21]([C:18]2[CH:19]=[CH:20][N:16]([CH2:15][C@@H:14]([NH:13][C:11]([C:9]3[N:10]=[C:6]([CH:3]([OH:5])[CH3:4])[O:7][CH:8]=3)=[O:12])[CH3:30])[N:17]=2)[CH:26]=[CH:25][C:24]=1[C:27]#[N:28]. Given the reactants [BH4-].[Na+].[C:3]([C:6]1[O:7][CH:8]=[C:9]([C:11]([NH:13][C@@H:14]([CH3:30])[CH2:15][N:16]2[CH:20]=[CH:19][C:18]([C:21]3[CH:26]=[CH:25][C:24]([C:27]#[N:28])=[C:23]([Cl:29])[CH:22]=3)=[N:17]2)=[O:12])[N:10]=1)(=[O:5])[CH3:4], predict the reaction product.